Dataset: Peptide-MHC class I binding affinity with 185,985 pairs from IEDB/IMGT. Task: Regression. Given a peptide amino acid sequence and an MHC pseudo amino acid sequence, predict their binding affinity value. This is MHC class I binding data. (1) The peptide sequence is RPGPVKFSL. The MHC is HLA-A03:01 with pseudo-sequence HLA-A03:01. The binding affinity (normalized) is 0.0847. (2) The peptide sequence is LYKTIVNIW. The MHC is HLA-A31:01 with pseudo-sequence HLA-A31:01. The binding affinity (normalized) is 0.0847. (3) The peptide sequence is LQYNTFLQY. The MHC is HLA-A02:03 with pseudo-sequence HLA-A02:03. The binding affinity (normalized) is 0.0847. (4) The MHC is HLA-A02:03 with pseudo-sequence HLA-A02:03. The binding affinity (normalized) is 0.0847. The peptide sequence is HVIYFTAFT. (5) The binding affinity (normalized) is 0.735. The MHC is HLA-A02:03 with pseudo-sequence HLA-A02:03. The peptide sequence is FVATFRDMLL. (6) The MHC is HLA-B18:01 with pseudo-sequence HLA-B18:01. The peptide sequence is RVMPVFAFK. The binding affinity (normalized) is 0.0847. (7) The binding affinity (normalized) is 0.0847. The MHC is HLA-A03:01 with pseudo-sequence HLA-A03:01. The peptide sequence is RLGWRTLDF.